The task is: Predict the product of the given reaction.. This data is from Forward reaction prediction with 1.9M reactions from USPTO patents (1976-2016). (1) Given the reactants [CH3:1][C:2]1[CH:7]=[C:6]([CH3:8])[CH:5]=[CH:4][C:3]=1[N:9]1[CH2:14][CH2:13][N:12]([C:15]([C:17]2[CH:18]=[N:19][C:20](I)=[CH:21][CH:22]=2)=[O:16])[CH2:11][CH2:10]1.[CH3:24][C@@H:25]1[CH2:29][CH2:28][S:27](=[O:31])(=[O:30])[NH:26]1, predict the reaction product. The product is: [CH3:1][C:2]1[CH:7]=[C:6]([CH3:8])[CH:5]=[CH:4][C:3]=1[N:9]1[CH2:14][CH2:13][N:12]([C:15]([C:17]2[CH:18]=[N:19][C:20]([N:26]3[C@H:25]([CH3:24])[CH2:29][CH2:28][S:27]3(=[O:31])=[O:30])=[CH:21][CH:22]=2)=[O:16])[CH2:11][CH2:10]1. (2) The product is: [C:1]([O:5][C:6]([N:8]1[CH2:13][CH2:12][CH:11]([C:14]2[CH:19]=[CH:18][C:17]([C:26]3[N:31]=[CH:30][CH:29]=[CH:28][N:27]=3)=[CH:16][CH:15]=2)[CH2:10][CH2:9]1)=[O:7])([CH3:4])([CH3:3])[CH3:2]. Given the reactants [C:1]([O:5][C:6]([N:8]1[CH2:13][CH2:12][CH:11]([C:14]2[CH:19]=[CH:18][C:17](Br)=[CH:16][CH:15]=2)[CH2:10][CH2:9]1)=[O:7])([CH3:4])([CH3:3])[CH3:2].C([Sn](CCCC)(CCCC)[C:26]1[N:31]=[CH:30][CH:29]=[CH:28][N:27]=1)CCC.[F-].[Cs+], predict the reaction product. (3) Given the reactants C([O:3][C:4]([C:6]1[NH:7][C:8]([CH3:22])=[C:9]([C:12]2[CH:17]=[CH:16][N:15]=[C:14]([NH:18][CH:19]([CH3:21])[CH3:20])[N:13]=2)[C:10]=1[CH3:11])=[O:5])C.[OH-].[Na+].Cl, predict the reaction product. The product is: [CH:19]([NH:18][C:14]1[N:13]=[C:12]([C:9]2[C:10]([CH3:11])=[C:6]([C:4]([OH:5])=[O:3])[NH:7][C:8]=2[CH3:22])[CH:17]=[CH:16][N:15]=1)([CH3:21])[CH3:20]. (4) Given the reactants Cl.Cl[CH2:3][C:4]1[N:8]([CH3:9])[N:7]=[CH:6][N:5]=1.[C-:10]#[N:11].[Na+], predict the reaction product. The product is: [CH3:9][N:8]1[C:4]([CH2:3][C:10]#[N:11])=[N:5][CH:6]=[N:7]1. (5) Given the reactants [Cl:1][C:2]1[C:3]2[N:4]([C:8]([C:14]3[CH:15]=[C:16]([OH:20])[CH:17]=[CH:18][CH:19]=3)=[C:9]([CH:11]([CH3:13])[CH3:12])[N:10]=2)[CH:5]=[CH:6][CH:7]=1.Br[CH2:22][C:23]1[CH:28]=[CH:27][CH:26]=[C:25]([S:29]([CH3:32])(=[O:31])=[O:30])[CH:24]=1, predict the reaction product. The product is: [Cl:1][C:2]1[C:3]2[N:4]([C:8]([C:14]3[CH:19]=[CH:18][CH:17]=[C:16]([O:20][CH2:22][C:23]4[CH:28]=[CH:27][CH:26]=[C:25]([S:29]([CH3:32])(=[O:31])=[O:30])[CH:24]=4)[CH:15]=3)=[C:9]([CH:11]([CH3:13])[CH3:12])[N:10]=2)[CH:5]=[CH:6][CH:7]=1. (6) Given the reactants O1CCCC1.Cl.[F:7][C:8]1[CH:13]=[CH:12][C:11]([C:14]2[CH2:15][CH2:16][NH:17][CH2:18][CH:19]=2)=[CH:10][CH:9]=1.C(=O)([O-])[O-].[Na+].[Na+].[Cl:26][C:27]1[N:32]=[C:31](Cl)[N:30]=[CH:29][N:28]=1, predict the reaction product. The product is: [Cl:26][C:27]1[N:32]=[C:31]([N:17]2[CH2:16][CH2:15][C:14]([C:11]3[CH:12]=[CH:13][C:8]([F:7])=[CH:9][CH:10]=3)=[CH:19][CH2:18]2)[N:30]=[CH:29][N:28]=1.